This data is from Catalyst prediction with 721,799 reactions and 888 catalyst types from USPTO. The task is: Predict which catalyst facilitates the given reaction. (1) Reactant: [CH:1]1([CH2:6][CH:7]([C:17]2[NH:25][C:20]3=[N:21][CH:22]=[CH:23][CH:24]=[C:19]3[CH:18]=2)[C:8]2[CH:13]=[CH:12][C:11]([S:14]([CH3:16])=[O:15])=[CH:10][CH:9]=2)[CH2:5][CH2:4][CH2:3][CH2:2]1.C1(C=C(C2NC3=NC=CC=C3C=2)C2C=CC(S(C)=[O:40])=CC=2)CCCC1.[Mn]([O-])(=O)(=O)=O.[K+]. Product: [CH:1]1([CH2:6][CH:7]([C:17]2[NH:25][C:20]3=[N:21][CH:22]=[CH:23][CH:24]=[C:19]3[CH:18]=2)[C:8]2[CH:9]=[CH:10][C:11]([S:14]([CH3:16])(=[O:40])=[O:15])=[CH:12][CH:13]=2)[CH2:5][CH2:4][CH2:3][CH2:2]1. The catalyst class is: 24. (2) Reactant: [OH:1][C@H:2]1[CH2:7][CH2:6][C@H:5]2[C@H:8]3[C@H:17]([CH2:18][CH2:19][C@:3]12[CH3:4])[C:16]1[CH:15]=[CH:14][C:13]([O:20]C)=[CH:12][C:11]=1[CH2:10][C@H:9]3[CH2:22][CH2:23][CH2:24][CH2:25][CH2:26][CH2:27][CH2:28][CH2:29][CH2:30][CH:31]([CH2:37][CH2:38][CH2:39][C:40]([F:46])([F:45])[C:41]([F:44])([F:43])[F:42])[C:32]([O:34][CH2:35][CH3:36])=[O:33].[Br-].[Br-].[Br-].B.O. Product: [OH:20][C:13]1[CH:14]=[CH:15][C:16]2[C@@H:17]3[C@H:8]([C@H:5]4[C@@:3]([CH2:19][CH2:18]3)([CH3:4])[C@@H:2]([OH:1])[CH2:7][CH2:6]4)[C@H:9]([CH2:22][CH2:23][CH2:24][CH2:25][CH2:26][CH2:27][CH2:28][CH2:29][CH2:30][CH:31]([CH2:37][CH2:38][CH2:39][C:40]([F:45])([F:46])[C:41]([F:42])([F:43])[F:44])[C:32]([O:34][CH2:35][CH3:36])=[O:33])[CH2:10][C:11]=2[CH:12]=1. The catalyst class is: 4. (3) Reactant: [CH3:1][N:2]([CH:10]1[CH2:15][CH2:14][N:13]([CH3:16])[CH2:12][CH2:11]1)[C:3]1[CH:8]=[CH:7][CH:6]=[C:5]([NH2:9])[N:4]=1.[F:17][C:18]1[CH:26]=[C:25]([F:27])[CH:24]=[C:23]([F:28])[C:19]=1[C:20]([Cl:22])=[O:21]. Product: [ClH:22].[F:17][C:18]1[CH:26]=[C:25]([F:27])[CH:24]=[C:23]([F:28])[C:19]=1[C:20]([NH:9][C:5]1[CH:6]=[CH:7][CH:8]=[C:3]([N:2]([CH3:1])[CH:10]2[CH2:15][CH2:14][N:13]([CH3:16])[CH2:12][CH2:11]2)[N:4]=1)=[O:21]. The catalyst class is: 12. (4) Reactant: Cl[C:2]1[N:7]=[C:6]([N:8]2[CH2:13][CH2:12][CH:11]([OH:14])[CH2:10][CH2:9]2)[CH:5]=[C:4]([C:15]2[CH:20]=[CH:19][CH:18]=[CH:17][CH:16]=2)[N:3]=1.[Cl:21][C:22]1[CH:23]=[C:24]([CH:26]=[CH:27][C:28]=1[O:29][CH3:30])[NH2:25]. Product: [Cl:21][C:22]1[CH:23]=[C:24]([NH:25][C:2]2[N:7]=[C:6]([N:8]3[CH2:13][CH2:12][CH:11]([OH:14])[CH2:10][CH2:9]3)[CH:5]=[C:4]([C:15]3[CH:20]=[CH:19][CH:18]=[CH:17][CH:16]=3)[N:3]=2)[CH:26]=[CH:27][C:28]=1[O:29][CH3:30]. The catalyst class is: 51. (5) Reactant: [CH3:1][C:2]1[CH:7]=[CH:6][N:5]=[CH:4][N:3]=1.[Li+].CC([N-]C(C)C)C.[Br:16][C:17]1[CH:28]=[CH:27][C:20]([C:21](N(OC)C)=[O:22])=[CH:19][CH:18]=1. Product: [Br:16][C:17]1[CH:28]=[CH:27][C:20]([C:21](=[O:22])[CH2:1][C:2]2[CH:7]=[CH:6][N:5]=[CH:4][N:3]=2)=[CH:19][CH:18]=1. The catalyst class is: 1. (6) Reactant: [CH2:1]1[C:10]2[C:5](=[CH:6][CH:7]=[CH:8][CH:9]=2)[CH2:4][CH2:3][N:2]1[S:11]([C:14]1[CH:23]=[CH:22][C:21]([O:24][CH3:25])=[C:20]2[C:15]=1[CH2:16][CH2:17][CH:18]([NH:26]C(=O)C(F)(F)F)[CH2:19]2)(=[O:13])=[O:12].[OH-].[Na+].Cl.C(=O)(O)[O-]. Product: [CH2:1]1[C:10]2[C:5](=[CH:6][CH:7]=[CH:8][CH:9]=2)[CH2:4][CH2:3][N:2]1[S:11]([C:14]1[CH:23]=[CH:22][C:21]([O:24][CH3:25])=[C:20]2[C:15]=1[CH2:16][CH2:17][CH:18]([NH2:26])[CH2:19]2)(=[O:12])=[O:13]. The catalyst class is: 138.